From a dataset of Full USPTO retrosynthesis dataset with 1.9M reactions from patents (1976-2016). Predict the reactants needed to synthesize the given product. (1) Given the product [C:30]([C:25]1[CH:26]=[CH:27][CH:28]=[CH:29][C:24]=1[NH:23][S:20]([C:17]1[CH:16]=[CH:15][C:14]([NH:13][C:5](=[O:11])[O:6][CH2:7][CH:40]2[CH2:39][CH2:38][CH2:42][O:41]2)=[CH:19][CH:18]=1)(=[O:22])=[O:21])(=[O:37])[C:31]1[CH:32]=[CH:33][CH:34]=[CH:35][CH:36]=1, predict the reactants needed to synthesize it. The reactants are: ClC(Cl)(O[C:5](=[O:11])[O:6][C:7](Cl)(Cl)Cl)Cl.[NH2:13][C:14]1[CH:19]=[CH:18][C:17]([S:20]([NH:23][C:24]2[CH:29]=[CH:28][CH:27]=[CH:26][C:25]=2[C:30](=[O:37])[C:31]2[CH:36]=[CH:35][CH:34]=[CH:33][CH:32]=2)(=[O:22])=[O:21])=[CH:16][CH:15]=1.[CH2:38]1[CH2:42][O:41][CH2:40][CH2:39]1. (2) Given the product [CH3:63][N:56]([C@@H:57]([CH2:61][CH3:62])[C:58](=[O:59])[NH:36][C@@H:37]1[C:43](=[O:44])[NH:42][C:41]2[CH:45]=[CH:46][CH:47]=[CH:48][C:40]=2[CH2:39][CH2:38]1)[C:54](=[O:55])[O:53][C:49]([CH3:52])([CH3:51])[CH3:50], predict the reactants needed to synthesize it. The reactants are: CN(C(ON1N=NC2C=CC=CC1=2)=[N+](C)C)C.F[P-](F)(F)(F)(F)F.C1C=CC2N(O)N=NC=2C=1.O.[NH2:36][C@@H:37]1[C:43](=[O:44])[NH:42][C:41]2[CH:45]=[CH:46][CH:47]=[CH:48][C:40]=2[CH2:39][CH2:38]1.[C:49]([O:53][C:54]([N:56]([CH3:63])[C@@H:57]([CH2:61][CH3:62])[C:58](O)=[O:59])=[O:55])([CH3:52])([CH3:51])[CH3:50]. (3) Given the product [F:39][C:30]1[CH:29]=[C:28]([C:27]2[N:26]=[C:16]([C:14]3[CH:13]=[CH:12][C:11]([C:19]4[CH:24]=[CH:23][CH:22]=[CH:21][C:20]=4[CH3:25])=[C:10]([CH2:9][O:8][CH3:7])[CH:15]=3)[O:18][N:40]=2)[C:37]([F:38])=[CH:36][C:31]=1[C:32]([O:34][CH3:35])=[O:33], predict the reactants needed to synthesize it. The reactants are: C(Cl)(=O)C(Cl)=O.[CH3:7][O:8][CH2:9][C:10]1[CH:15]=[C:14]([C:16]([OH:18])=O)[CH:13]=[CH:12][C:11]=1[C:19]1[CH:24]=[CH:23][CH:22]=[CH:21][C:20]=1[CH3:25].[NH2:26][C:27](=[N:40]O)[C:28]1[C:37]([F:38])=[CH:36][C:31]([C:32]([O:34][CH3:35])=[O:33])=[C:30]([F:39])[CH:29]=1.CCN(C(C)C)C(C)C.